Task: Predict which catalyst facilitates the given reaction.. Dataset: Catalyst prediction with 721,799 reactions and 888 catalyst types from USPTO (1) Reactant: Br[C:2]1[CH:3]=[C:4]([C:8]2[CH:13]=[CH:12][CH:11]=[CH:10][CH:9]=2)[CH:5]=[CH:6][CH:7]=1.[NH2:14][C@@H:15]([CH2:19][C:20]1[CH:25]=[C:24]([O:26][CH3:27])[C:23]([O:28][CH3:29])=[C:22]([O:30][CH3:31])[CH:21]=1)[C:16]([OH:18])=[O:17].C([O-])([O-])=O.[K+].[K+]. Product: [C:4]1([C:8]2[CH:13]=[CH:12][CH:11]=[CH:10][CH:9]=2)[CH:5]=[CH:6][CH:7]=[C:2]([NH:14][C@@H:15]([CH2:19][C:20]2[CH:21]=[C:22]([O:30][CH3:31])[C:23]([O:28][CH3:29])=[C:24]([O:26][CH3:27])[CH:25]=2)[C:16]([OH:18])=[O:17])[CH:3]=1. The catalyst class is: 3. (2) Reactant: [N:1]([CH:4]([C:11]1([CH3:16])[CH2:15][CH2:14][CH2:13][O:12]1)[C:5]1[O:6][C:7]([CH3:10])=[CH:8][CH:9]=1)=[N+]=[N-].[H][H]. Product: [CH3:10][C:7]1[O:6][C:5]([CH:4]([NH2:1])[C:11]2([CH3:16])[CH2:15][CH2:14][CH2:13][O:12]2)=[CH:9][CH:8]=1. The catalyst class is: 29. (3) The catalyst class is: 1. Reactant: CO/[N:3]=[C:4]1\[CH2:5][N:6]([CH2:12][C:13]2[CH:18]=[CH:17][CH:16]=[CH:15][CH:14]=2)[C:7](=O)[C:8]2\1[CH2:10][CH2:9]2.[H-].[Al+3].[Li+].[H-].[H-].[H-].[OH-].[Na+]. Product: [C:13]1([CH2:12][N:6]2[CH2:5][CH:4]([NH2:3])[C:8]3([CH2:9][CH2:10]3)[CH2:7]2)[CH:14]=[CH:15][CH:16]=[CH:17][CH:18]=1. (4) Reactant: [NH2:1][C:2]1[NH:3][C:4]2[CH:10]=[CH:9][CH:8]=[CH:7][C:5]=2[N:6]=1.CN(C=O)C.[CH3:16][S:17](Cl)(=[O:19])=[O:18]. Product: [CH3:16][S:17]([N:3]1[C:4]2[CH:10]=[CH:9][CH:8]=[CH:7][C:5]=2[N:6]=[C:2]1[NH2:1])(=[O:19])=[O:18]. The catalyst class is: 2. (5) Reactant: [CH3:1][O:2][C:3]1[CH:4]=[CH:5][C:6]([N+:11]([O-:13])=[O:12])=[C:7]([CH2:9][OH:10])[CH:8]=1.C1C=C[NH+]=CC=1.C1C=C[NH+]=CC=1.[O-][Cr](O[Cr]([O-])(=O)=O)(=O)=O. Product: [CH3:1][O:2][C:3]1[CH:4]=[CH:5][C:6]([N+:11]([O-:13])=[O:12])=[C:7]([CH:8]=1)[CH:9]=[O:10]. The catalyst class is: 2. (6) Reactant: [C:1]([C:3]1[CH:8]=[CH:7][C:6]([CH2:9][CH:10]([NH:12][C:13](=[O:15])[CH3:14])[CH3:11])=[CH:5][CH:4]=1)#[CH:2].[Cl:16][C:17]1[N:22]=[CH:21][C:20](I)=[CH:19][N:18]=1.CCN(C(C)C)C(C)C. Product: [Cl:16][C:17]1[N:22]=[CH:21][C:20]([C:2]#[C:1][C:3]2[CH:8]=[CH:7][C:6]([CH2:9][CH:10]([NH:12][C:13](=[O:15])[CH3:14])[CH3:11])=[CH:5][CH:4]=2)=[CH:19][N:18]=1. The catalyst class is: 540. (7) Reactant: [NH2:1][CH2:2][CH2:3][CH2:4][N:5]([CH2:13][C:14]1[CH:19]=[CH:18][CH:17]=[CH:16][CH:15]=1)[CH2:6][C:7]1[CH:12]=[CH:11][CH:10]=[CH:9][CH:8]=1.[C:20]([O:24][CH2:25][CH3:26])(=[O:23])[CH:21]=[CH2:22]. Product: [C:7]1([CH2:6][N:5]([CH2:13][C:14]2[CH:19]=[CH:18][CH:17]=[CH:16][CH:15]=2)[CH2:4][CH2:3][CH2:2][NH:1][CH2:22][CH2:21][C:20]([O:24][CH2:25][CH3:26])=[O:23])[CH:8]=[CH:9][CH:10]=[CH:11][CH:12]=1. The catalyst class is: 8. (8) Product: [C:14]([Si:11]([CH3:13])([CH3:12])[O:10][CH2:9][C:8]([C:6]1[CH:5]=[CH:4][C:3]([NH2:20])=[C:2]([C:25]2[CH2:26][CH2:27][C:22]([CH3:31])([CH3:21])[CH2:23][CH:24]=2)[CH:7]=1)([CH3:19])[CH3:18])([CH3:17])([CH3:16])[CH3:15]. Reactant: Br[C:2]1[CH:7]=[C:6]([C:8]([CH3:19])([CH3:18])[CH2:9][O:10][Si:11]([C:14]([CH3:17])([CH3:16])[CH3:15])([CH3:13])[CH3:12])[CH:5]=[CH:4][C:3]=1[NH2:20].[CH3:21][C:22]1([CH3:31])[CH2:27][CH2:26][C:25](B(O)O)=[CH:24][CH2:23]1.C([O-])([O-])=O.[Na+].[Na+].CCOC(C)=O. The catalyst class is: 77. (9) Reactant: [CH:1]([C:4]1[CH:9]=[CH:8][C:7]([CH2:10][C:11]([O:13][CH2:14][CH3:15])=[O:12])=[CH:6][C:5]=1[O:16]C)([CH3:3])[CH3:2].B(Br)(Br)Br. Product: [OH:16][C:5]1[CH:6]=[C:7]([CH2:10][C:11]([O:13][CH2:14][CH3:15])=[O:12])[CH:8]=[CH:9][C:4]=1[CH:1]([CH3:3])[CH3:2]. The catalyst class is: 2. (10) Reactant: [OH:1][CH2:2][CH2:3][C@H:4]1[CH2:8][C@H:7]([CH2:9][C:10]2[CH:15]=[CH:14][C:13]([N+:16]([O-:18])=[O:17])=[CH:12][CH:11]=2)[N:6]([C:19]([O:21][C:22]([CH3:25])([CH3:24])[CH3:23])=[O:20])[C:5]1=[O:26].[S:27](Cl)([CH3:30])(=[O:29])=[O:28].CCN(C(C)C)C(C)C. Product: [CH3:30][S:27]([O:1][CH2:2][CH2:3][C@H:4]1[CH2:8][C@H:7]([CH2:9][C:10]2[CH:15]=[CH:14][C:13]([N+:16]([O-:18])=[O:17])=[CH:12][CH:11]=2)[N:6]([C:19]([O:21][C:22]([CH3:23])([CH3:25])[CH3:24])=[O:20])[C:5]1=[O:26])(=[O:29])=[O:28]. The catalyst class is: 76.